This data is from Forward reaction prediction with 1.9M reactions from USPTO patents (1976-2016). The task is: Predict the product of the given reaction. (1) Given the reactants [F:1][C:2]1[CH:3]=[C:4]([C:8]2[CH:22]=[CH:21][C:11]([C:12]([NH:14][C@H:15]3[C@H:19]([OH:20])[CH2:18][NH:17][CH2:16]3)=[O:13])=[CH:10][N:9]=2)[CH:5]=[CH:6][CH:7]=1.CCN(C(C)C)C(C)C.[C:32](Cl)(=[O:37])[C:33]([CH3:36])([CH3:35])[CH3:34], predict the reaction product. The product is: [CH3:34][C:33]([CH3:36])([CH3:35])[C:32]([N:17]1[CH2:18][C@@H:19]([OH:20])[C@H:15]([NH:14][C:12](=[O:13])[C:11]2[CH:21]=[CH:22][C:8]([C:4]3[CH:5]=[CH:6][CH:7]=[C:2]([F:1])[CH:3]=3)=[N:9][CH:10]=2)[CH2:16]1)=[O:37]. (2) Given the reactants Br[C:2]1[CH:3]=[C:4]2[C:9](=[CH:10][CH:11]=1)[N:8]=[C:7]([NH:12][C:13]([CH3:23])([CH3:22])[CH2:14][NH:15][C:16](=[O:21])[C:17]([CH3:20])([CH3:19])[CH3:18])[N:6]=[CH:5]2.[CH:24]1([NH:27][C:28](=[O:45])[C:29]2[CH:34]=[CH:33][C:32]([CH3:35])=[C:31](B3OC(C)(C)C(C)(C)O3)[CH:30]=2)[CH2:26][CH2:25]1, predict the reaction product. The product is: [CH:24]1([NH:27][C:28](=[O:45])[C:29]2[CH:34]=[CH:33][C:32]([CH3:35])=[C:31]([C:2]3[CH:3]=[C:4]4[C:9](=[CH:10][CH:11]=3)[N:8]=[C:7]([NH:12][C:13]([CH3:23])([CH3:22])[CH2:14][NH:15][C:16](=[O:21])[C:17]([CH3:20])([CH3:19])[CH3:18])[N:6]=[CH:5]4)[CH:30]=2)[CH2:25][CH2:26]1. (3) Given the reactants [CH3:1][O:2][C:3]1[CH:7]=[CH:6][NH:5][C:4]=1/[CH:8]=[C:9]1/[C:10]2[CH:17]=[C:16]([C:18]([O:20]C(C)(C)C)=[O:19])[S:15][C:11]=2[NH:12][C:13]/1=[O:14].FC(F)(F)C(O)=O, predict the reaction product. The product is: [CH3:1][O:2][C:3]1[CH:7]=[CH:6][NH:5][C:4]=1/[CH:8]=[C:9]1/[C:10]2[CH:17]=[C:16]([C:18]([OH:20])=[O:19])[S:15][C:11]=2[NH:12][C:13]/1=[O:14]. (4) The product is: [O:31]=[C:26]1[CH2:25][C:24]2[C:28](=[CH:29][CH:30]=[C:22]([C:20]([C:19]3[CH:18]=[C:17]([NH:16][C:8]([C:7]4[N:3]([CH2:1][CH3:2])[N:4]=[C:5]([CH3:11])[CH:6]=4)=[O:10])[CH:34]=[CH:33][CH:32]=3)=[O:21])[CH:23]=2)[NH:27]1. Given the reactants [CH2:1]([N:3]1[C:7]([C:8]([OH:10])=O)=[CH:6][C:5]([CH3:11])=[N:4]1)[CH3:2].S(Cl)(Cl)=O.[NH2:16][C:17]1[CH:18]=[C:19]([CH:32]=[CH:33][CH:34]=1)[C:20]([C:22]1[CH:23]=[C:24]2[C:28](=[CH:29][CH:30]=1)[NH:27][C:26](=[O:31])[CH2:25]2)=[O:21], predict the reaction product. (5) Given the reactants [CH3:1][C:2]1([CH3:9])[NH:6][C:5](=[O:7])[NH:4][C:3]1=[O:8].[CH3:10]I, predict the reaction product. The product is: [CH3:10][N:4]1[C:3](=[O:8])[C:2]([CH3:9])([CH3:1])[NH:6][C:5]1=[O:7]. (6) Given the reactants CS(O[C@H:6]1[CH2:11][CH2:10][C@H:9]([N:12]2[C:16]3[N:17]=[CH:18][N:19]=[C:20]([NH2:21])[C:15]=3[C:14]([C:22]3[CH:27]=[C:26]([O:28][CH2:29][CH:30]4[CH2:34][CH2:33][CH2:32][O:31]4)[CH:25]=[CH:24][C:23]=3[F:35])=[CH:13]2)[CH2:8][CH2:7]1)(=O)=O.[N-:36]=[N+:37]=[N-:38].[Na+], predict the reaction product. The product is: [N:36]([C@@H:6]1[CH2:11][CH2:10][C@H:9]([N:12]2[C:16]3[N:17]=[CH:18][N:19]=[C:20]([NH2:21])[C:15]=3[C:14]([C:22]3[CH:27]=[C:26]([O:28][CH2:29][CH:30]4[CH2:34][CH2:33][CH2:32][O:31]4)[CH:25]=[CH:24][C:23]=3[F:35])=[CH:13]2)[CH2:8][CH2:7]1)=[N+:37]=[N-:38]. (7) Given the reactants [CH:1]1([CH2:7][C:8]2[S:9][C:10]3[CH:16]=[C:15]([C:17]#[N:18])[CH:14]=[CH:13][C:11]=3[N:12]=2)[CH2:6][CH2:5][CH2:4][CH2:3][CH2:2]1.[H-].[Al+3].[Li+].[H-].[H-].[H-], predict the reaction product. The product is: [NH2:18][CH2:17][C:15]1[CH:14]=[CH:13][C:11]2[N:12]=[C:8]([CH2:7][CH:1]3[CH2:6][CH2:5][CH2:4][CH2:3][CH2:2]3)[S:9][C:10]=2[CH:16]=1. (8) Given the reactants [F:1][C:2]1([F:40])[CH2:7][CH2:6][CH:5]([NH:8][C:9]([C:11]2[C:15]([CH2:16]Br)=[C:14]([C:18]3[CH:23]=[CH:22][C:21]([O:24][Si:25]([C:28]([CH3:31])([CH3:30])[CH3:29])([CH3:27])[CH3:26])=[CH:20][CH:19]=3)[N:13]([C:32]3[CH:37]=[CH:36][C:35]([Cl:38])=[CH:34][C:33]=3[Cl:39])[N:12]=2)=[O:10])[CH2:4][CH2:3]1.[OH2:41], predict the reaction product. The product is: [F:1][C:2]1([F:40])[CH2:7][CH2:6][CH:5]([NH:8][C:9]([C:11]2[C:15]([CH2:16][OH:41])=[C:14]([C:18]3[CH:23]=[CH:22][C:21]([O:24][Si:25]([C:28]([CH3:31])([CH3:30])[CH3:29])([CH3:27])[CH3:26])=[CH:20][CH:19]=3)[N:13]([C:32]3[CH:37]=[CH:36][C:35]([Cl:38])=[CH:34][C:33]=3[Cl:39])[N:12]=2)=[O:10])[CH2:4][CH2:3]1. (9) Given the reactants [NH2:1][CH:2]1[CH2:7][CH2:6][N:5]([C:8]2[CH:17]=[CH:16][C:15]3[C:10](=[CH:11][CH:12]=[C:13]([Cl:28])[C:14]=3[NH:18][C:19](=[O:27])[CH2:20][CH:21]3[CH2:26][CH2:25][CH2:24][CH2:23][CH2:22]3)[N:9]=2)[CH2:4][CH2:3]1.C(N(CC)CC)C.[S:36](O[S:36]([C:39]([F:42])([F:41])[F:40])(=[O:38])=[O:37])([C:39]([F:42])([F:41])[F:40])(=[O:38])=[O:37], predict the reaction product. The product is: [Cl:28][C:13]1[C:14]([NH:18][C:19](=[O:27])[CH2:20][CH:21]2[CH2:26][CH2:25][CH2:24][CH2:23][CH2:22]2)=[C:15]2[C:10](=[CH:11][CH:12]=1)[N:9]=[C:8]([N:5]1[CH2:4][CH2:3][CH:2]([NH:1][S:36]([C:39]([F:42])([F:41])[F:40])(=[O:38])=[O:37])[CH2:7][CH2:6]1)[CH:17]=[CH:16]2. (10) Given the reactants [N:1]1[CH:6]=[CH:5][CH:4]=[CH:3][C:2]=1[NH:7][C:8]1[CH:13]=[CH:12][CH:11]=[CH:10][C:9]=1[NH2:14].[CH3:15][C:16]1[S:17][C:18]([CH3:26])=[CH:19][C:20]=1/[CH:21]=[CH:22]/[C:23]([Cl:25])=O.N1C=CC=CC=1N1C2C=CC=CC=2N=C1/C=C/C1C=CC=CC=1.Cl, predict the reaction product. The product is: [ClH:25].[CH3:15][C:16]1[S:17][C:18]([CH3:26])=[CH:19][C:20]=1/[CH:21]=[CH:22]/[C:23]1[N:7]([C:2]2[CH:3]=[CH:4][CH:5]=[CH:6][N:1]=2)[C:8]2[CH:13]=[CH:12][CH:11]=[CH:10][C:9]=2[N:14]=1.